This data is from Serine/threonine kinase 33 screen with 319,792 compounds. The task is: Binary Classification. Given a drug SMILES string, predict its activity (active/inactive) in a high-throughput screening assay against a specified biological target. (1) The drug is Fc1ccc(C(=O)N2CC(CC2)c2ccccc2)cc1. The result is 0 (inactive). (2) The result is 0 (inactive). The drug is O(CCCC)c1ccc(CC(=O)NCC(O)=O)cc1.